Dataset: Forward reaction prediction with 1.9M reactions from USPTO patents (1976-2016). Task: Predict the product of the given reaction. (1) Given the reactants [CH3:1][O:2][C:3](=[O:12])[C:4]1[CH:9]=[CH:8][C:7](Br)=[CH:6][C:5]=1[CH3:11].[CH3:13][N:14](C)C=O, predict the reaction product. The product is: [CH3:1][O:2][C:3](=[O:12])[C:4]1[CH:9]=[CH:8][C:7]([C:13]#[N:14])=[CH:6][C:5]=1[CH3:11]. (2) Given the reactants [CH2:1]([N:6]1[C:14]2[N:13]=[CH:12][N:11]([CH2:15][CH:16]=[CH2:17])[C:10]=2[C:9](=[O:18])[NH:8][C:7]1=[O:19])[CH2:2][CH2:3][CH2:4][CH3:5].[C:20](=O)([O-])[O-].[K+].[K+].CI, predict the reaction product. The product is: [CH3:20][N:8]1[C:9](=[O:18])[C:10]2[N:11]([CH2:15][CH:16]=[CH2:17])[CH:12]=[N:13][C:14]=2[N:6]([CH2:1][CH2:2][CH2:3][CH2:4][CH3:5])[C:7]1=[O:19]. (3) The product is: [F:29][CH:19]([F:30])[C:20]1[CH:25]=[CH:24][C:23]([C:26]([F:28])([F:27])[N:6]2[CH2:5][CH2:4][N:3]([C:7]3[CH:8]=[C:9]([CH:13]=[CH:14][N:15]=3)[C:10]([O:12][CH3:31])=[O:11])[C:2]2=[O:1])=[CH:22][CH:21]=1. Given the reactants [O:1]=[C:2]1[NH:6][CH2:5][CH2:4][N:3]1[C:7]1[CH:8]=[C:9]([CH:13]=[CH:14][N:15]=1)[C:10]([O-:12])=[O:11].[H-].[Na+].Br[C:19]([F:30])([F:29])[C:20]1[CH:25]=[CH:24][C:23]([CH:26]([F:28])[F:27])=[CH:22][CH:21]=1.[CH3:31]N(C)C=O, predict the reaction product. (4) The product is: [C:1]([C:3]1[CH:4]=[CH:5][C:6]([NH:9][C:10]([CH:12]2[NH:16][CH:15]([CH2:17][C:18]([CH3:21])([CH3:20])[CH3:19])[C:14]3([C:29]4[C:24](=[CH:25][C:26]([Cl:30])=[CH:27][CH:28]=4)[NH:23][C:22]3=[O:31])[CH:13]2[C:32]2[CH:37]=[CH:36][CH:35]=[C:34]([Cl:38])[C:33]=2[F:39])=[O:11])=[N:7][CH:8]=1)(=[O:40])[NH2:2]. Given the reactants [C:1]([C:3]1[CH:4]=[CH:5][C:6]([NH:9][C:10]([CH:12]2[NH:16][CH:15]([CH2:17][C:18]([CH3:21])([CH3:20])[CH3:19])[C:14]3([C:29]4[C:24](=[CH:25][C:26]([Cl:30])=[CH:27][CH:28]=4)[NH:23][C:22]3=[O:31])[CH:13]2[C:32]2[CH:37]=[CH:36][CH:35]=[C:34]([Cl:38])[C:33]=2[F:39])=[O:11])=[N:7][CH:8]=1)#[N:2].[OH:40]O.[OH-].[Na+], predict the reaction product.